From a dataset of Forward reaction prediction with 1.9M reactions from USPTO patents (1976-2016). Predict the product of the given reaction. (1) The product is: [Cl:17][C:18]1[CH:23]=[CH:22][CH:21]=[CH:20][C:19]=1[S:24]([C:27]1[CH:32]=[CH:31][C:30]([C@@:33]([OH:39])([CH3:38])[C:34]([F:36])([F:37])[F:35])=[CH:29][CH:28]=1)(=[O:26])=[O:25]. Given the reactants C(OC(=O)C(C)(C)CC1C=CC(S)=CC=1)C.[Cl:17][C:18]1[CH:23]=[CH:22][CH:21]=[CH:20][C:19]=1[S:24]([C:27]1[CH:32]=[CH:31][C:30]([C:33]([OH:39])([CH3:38])[C:34]([F:37])([F:36])[F:35])=[CH:29][CH:28]=1)(=[O:26])=[O:25], predict the reaction product. (2) Given the reactants [Cl:1][C:2]1[CH:7]=[CH:6][CH:5]=[CH:4][C:3]=1[C:8]1[C:16]2[C:11](=[N:12][C:13]([O:22][C:23]3[CH:28]=[CH:27][C:26]([F:29])=[CH:25][C:24]=3[F:30])=[N:14][C:15]=2[NH:17][CH2:18][C@@H:19]([OH:21])[CH3:20])[NH:10][N:9]=1.[P:31]([O:36]C)([O:34][CH3:35])[O:32][CH3:33].C(Br)(Br)(Br)Br.Cl, predict the reaction product. The product is: [CH3:33][O:32][P:31](=[O:36])([O:34][CH3:35])[O:21][CH:19]([CH3:20])[CH2:18][NH:17][C:15]1[N:14]=[C:13]([O:22][C:23]2[CH:28]=[CH:27][C:26]([F:29])=[CH:25][C:24]=2[F:30])[N:12]=[C:11]2[NH:10][N:9]=[C:8]([C:3]3[CH:4]=[CH:5][CH:6]=[CH:7][C:2]=3[Cl:1])[C:16]=12. (3) Given the reactants [NH2:1][CH2:2][C:3]([N:5]1[CH2:9][C@H:8]([NH:10][C:11](=[O:18])[C:12]2[CH:17]=[CH:16][CH:15]=[CH:14][CH:13]=2)[CH2:7][C@H:6]1[C:19]([OH:21])=[O:20])=[O:4].C(N(CC)CC)C.[F:29][C:30]([F:41])([F:40])[C:31](O[C:31](=[O:32])[C:30]([F:41])([F:40])[F:29])=[O:32], predict the reaction product. The product is: [C:11]([NH:10][C@H:8]1[CH2:9][N:5]([C:3](=[O:4])[CH2:2][NH:1][C:31](=[O:32])[C:30]([F:41])([F:40])[F:29])[C@H:6]([C:19]([OH:21])=[O:20])[CH2:7]1)(=[O:18])[C:12]1[CH:13]=[CH:14][CH:15]=[CH:16][CH:17]=1.